This data is from Catalyst prediction with 721,799 reactions and 888 catalyst types from USPTO. The task is: Predict which catalyst facilitates the given reaction. (1) Reactant: Cl[C:2]1[N:3]=[CH:4][C:5]2[C:10]([C:11]=1[CH2:12][O:13][C:14]1[C:19]([CH:20]=[O:21])=[CH:18][C:17]([O:22][CH3:23])=[N:16][CH:15]=1)=[CH:9][CH:8]=[CH:7][CH:6]=2.[CH3:24][Si:25]([CH3:39])([CH3:38])[CH2:26][CH2:27][O:28][CH2:29][N:30]1[C:34](B(O)O)=[CH:33][CH:32]=[N:31]1.C([O-])([O-])=O.[K+].[K+]. Product: [CH3:23][O:22][C:17]1[CH:18]=[C:19]([C:14]([O:13][CH2:12][C:11]2[C:10]3[C:5](=[CH:6][CH:7]=[CH:8][CH:9]=3)[CH:4]=[N:3][C:2]=2[C:34]2[N:30]([CH2:29][O:28][CH2:27][CH2:26][Si:25]([CH3:39])([CH3:38])[CH3:24])[N:31]=[CH:32][CH:33]=2)=[CH:15][N:16]=1)[CH:20]=[O:21]. The catalyst class is: 455. (2) Reactant: [C:1]1([N:7]2[CH:11]=[CH:10][C:9]([CH:12]([OH:15])[CH2:13][CH3:14])=[N:8]2)[CH:6]=[CH:5][CH:4]=[CH:3][CH:2]=1.CC(OI1(OC(C)=O)(OC(C)=O)OC(=O)C2C=CC=CC1=2)=O.CCOC(C)=O. Product: [C:1]1([N:7]2[CH:11]=[CH:10][C:9]([C:12](=[O:15])[CH2:13][CH3:14])=[N:8]2)[CH:6]=[CH:5][CH:4]=[CH:3][CH:2]=1. The catalyst class is: 2. (3) Reactant: [C:1]([C:4]1([CH2:10][NH:11][C:12]([C:14]2[C:15]([Cl:23])=[C:16]3[C:20](=[CH:21][CH:22]=2)[NH:19][CH:18]=[CH:17]3)=[O:13])[CH2:9][CH2:8][CH2:7][CH2:6][CH2:5]1)(=O)[NH2:2]. Product: [C:1]([C:4]1([CH2:10][NH:11][C:12]([C:14]2[C:15]([Cl:23])=[C:16]3[C:20](=[CH:21][CH:22]=2)[NH:19][CH:18]=[CH:17]3)=[O:13])[CH2:9][CH2:8][CH2:7][CH2:6][CH2:5]1)#[N:2]. The catalyst class is: 2. (4) Reactant: C[O:2][C:3]([C:5]1([C:8]2[CH:13]=[CH:12][C:11]([O:14][CH3:15])=[C:10]([C:16](C)(C)[O:17][SiH2]C(C)(C)C)[CH:9]=2)[CH2:7][CH2:6]1)=[O:4].O[Li].O. Product: [OH:17][CH2:16][C:10]1[CH:9]=[C:8]([C:5]2([C:3]([OH:4])=[O:2])[CH2:7][CH2:6]2)[CH:13]=[CH:12][C:11]=1[O:14][CH3:15]. The catalyst class is: 24. (5) Reactant: C(OC([N:11]1[C:16]2[CH:17]=[C:18]([Cl:34])[CH:19]=[C:20]([N:21]3[CH2:26][CH2:25][N:24]([C:27]([O:29][C:30]([CH3:33])([CH3:32])[CH3:31])=[O:28])[CH2:23][CH2:22]3)[C:15]=2[O:14][CH2:13][CH2:12]1)=O)C1C=CC=CC=1. Product: [C:30]([O:29][C:27]([N:24]1[CH2:23][CH2:22][N:21]([C:20]2[C:15]3[O:14][CH2:13][CH2:12][NH:11][C:16]=3[CH:17]=[C:18]([Cl:34])[CH:19]=2)[CH2:26][CH2:25]1)=[O:28])([CH3:33])([CH3:31])[CH3:32]. The catalyst class is: 29. (6) Reactant: [CH2:1]([OH:7])[CH2:2][O:3][CH2:4][CH2:5][OH:6].[Br:8][CH2:9][CH2:10][CH2:11][CH2:12][CH2:13][C:14]([OH:16])=O.[OH2:17]. Product: [Br:8][CH2:9][CH2:10][CH2:11][CH2:12][CH2:13][C:14]([O:7][CH2:1][CH2:2][O:3][CH2:4][CH2:5][O:6][C:14](=[O:16])[CH2:13][CH2:12][CH2:11][CH2:10][CH2:9][Br:8])=[O:17]. The catalyst class is: 626. (7) Reactant: [Br:1][C:2]1[CH:7]=[CH:6][CH:5]=[C:4]([CH2:8]Br)[N:3]=1.[NH:10]([CH3:12])[CH3:11]. Product: [Br:1][C:2]1[N:3]=[C:4]([CH2:8][N:10]([CH3:12])[CH3:11])[CH:5]=[CH:6][CH:7]=1. The catalyst class is: 6. (8) The catalyst class is: 575. Product: [F:1][C:2]1[CH:7]=[C:6]([F:8])[CH:5]=[CH:4][C:3]=1[C@@:9]1([CH2:17][N:19]2[CH:23]=[N:22][CH:21]=[N:20]2)[C@H:10]([CH3:11])[O:24]1. Reactant: [F:1][C:2]1[CH:7]=[C:6]([F:8])[CH:5]=[CH:4][C:3]=1[C@:9]1(O[CH2:17]1)[C@H:10](OS(C)(=O)=O)[CH3:11].[NH:19]1[CH:23]=[N:22][CH:21]=[N:20]1.[OH-:24].[Na+].Cl. (9) Reactant: [CH3:1][O:2][C:3]([C:5]1[S:6][C:7]([C:11]#[C:12][C:13]([CH3:16])([CH3:15])[CH3:14])=[CH:8][C:9]=1[NH2:10])=[O:4].[O:17]1[CH2:21][CH2:20][C@H:19]([O:22][CH:23]2[CH2:28][CH2:27][C:26](=O)[CH2:25][CH2:24]2)[CH2:18]1.C(O)(C(F)(F)F)=O.C([SiH](CC)CC)C. Product: [CH3:1][O:2][C:3]([C:5]1[S:6][C:7]([C:11]#[C:12][C:13]([CH3:16])([CH3:15])[CH3:14])=[CH:8][C:9]=1[NH:10][C@H:26]1[CH2:25][CH2:24][C@H:23]([O:22][CH:19]2[CH2:20][CH2:21][O:17][CH2:18]2)[CH2:28][CH2:27]1)=[O:4]. The catalyst class is: 2. (10) Reactant: Cl[CH2:2][CH2:3][O:4][C:5]1[CH:14]=[C:13]2[C:8]([C:9]([O:15][C:16]3[CH:21]=[CH:20][C:19]([CH3:22])=[CH:18][C:17]=3[C:23]([C:25]3[CH:30]=[CH:29][CH:28]=[CH:27][CH:26]=3)=[O:24])=[CH:10][CH:11]=[N:12]2)=[CH:7][C:6]=1[O:31][CH3:32].[CH2:33]([NH:35][CH2:36][CH3:37])[CH3:34].C(=O)([O-])[O-].[K+].[K+].O. Product: [CH2:33]([N:35]([CH2:36][CH3:37])[CH2:2][CH2:3][O:4][C:5]1[CH:14]=[C:13]2[C:8]([C:9]([O:15][C:16]3[CH:21]=[CH:20][C:19]([CH3:22])=[CH:18][C:17]=3[C:23]([C:25]3[CH:30]=[CH:29][CH:28]=[CH:27][CH:26]=3)=[O:24])=[CH:10][CH:11]=[N:12]2)=[CH:7][C:6]=1[O:31][CH3:32])[CH3:34]. The catalyst class is: 9.